This data is from Peptide-MHC class II binding affinity with 134,281 pairs from IEDB. The task is: Regression. Given a peptide amino acid sequence and an MHC pseudo amino acid sequence, predict their binding affinity value. This is MHC class II binding data. (1) The peptide sequence is EEDIEIIPIKEEEY. The MHC is HLA-DQA10101-DQB10501 with pseudo-sequence HLA-DQA10101-DQB10501. The binding affinity (normalized) is 0.249. (2) The peptide sequence is AAGVPPADKYRTFVA. The MHC is HLA-DQA10301-DQB10302 with pseudo-sequence HLA-DQA10301-DQB10302. The binding affinity (normalized) is 0.324.